Task: Binary Classification. Given a miRNA mature sequence and a target amino acid sequence, predict their likelihood of interaction.. Dataset: Experimentally validated miRNA-target interactions with 360,000+ pairs, plus equal number of negative samples (1) The miRNA is hsa-miR-7107-5p with sequence UCGGCCUGGGGAGGAGGAAGGG. The protein sequence of the target gene is MELLGEYVGQEGKPQKLRVSCEAPGDGDPFQGLLSGVAQMKDMVTELFDPLVQGEVQHRVAAAPDEDLDGDDEDDAEDENNIDNRTNFDGPSAKRPKTPS. Result: 1 (interaction). (2) The miRNA is hsa-miR-4754 with sequence AUGCGGACCUGGGUUAGCGGAGU. The protein sequence of the target gene is MDHHVSTIKPRRIQNQNVIHRLERRRISSGKAGTHWHQVRVFHQNVFPNFTVVNVEKPPCFLRKFSPDGRYFIAFSSDQTSLEIYEYQGCQAAEDLLQGYEGEILSNGNDQRSVNIRGRLFERFFVLLHITNVAANGEHLNRECSLFTDDCRCVIVGSAAYLPDEPHPPFFEVYRNSESVTPNPRSPLEDYSLHIIDLHTGRLCDTRTFKCDKVVLSHNQGLYLYKNILAILSVQQQTIHVFQVTPEGTFIDVRTIGRFCYEDDLLTVSAVFPEVQRDSQTGMANPFRDPFINSLKHRLL.... Result: 0 (no interaction).